From a dataset of TCR-epitope binding with 47,182 pairs between 192 epitopes and 23,139 TCRs. Binary Classification. Given a T-cell receptor sequence (or CDR3 region) and an epitope sequence, predict whether binding occurs between them. The epitope is GVAMPNLYK. The TCR CDR3 sequence is CASSLGAGTQETQYF. Result: 0 (the TCR does not bind to the epitope).